The task is: Predict the product of the given reaction.. This data is from Forward reaction prediction with 1.9M reactions from USPTO patents (1976-2016). (1) Given the reactants [CH:1]1([CH2:4][CH2:5][O:6][C:7]2[N:12]=[CH:11][C:10]([O:13][C@@H:14]3[CH2:18][CH2:17][NH:16][C:15]3=[O:19])=[CH:9][CH:8]=2)[CH2:3][CH2:2]1.[C:20]1(CO)C=CC=C[CH:21]=1.BrC1C=CC(F)=NC=1.O[C@H]1CCNC1=O, predict the reaction product. The product is: [CH2:5]([O:6][C:7]1[N:12]=[CH:11][C:10]([O:13][C@@H:14]2[CH2:18][CH2:17][NH:16][C:15]2=[O:19])=[CH:9][CH:8]=1)[C:4]1[CH:1]=[CH:3][CH:2]=[CH:21][CH:20]=1. (2) Given the reactants [NH2:1][C:2]1[CH:7]=[CH:6][CH:5]=[CH:4][N:3]=1.O=[CH:9][C:10]1[CH:18]=[CH:17][C:15]([OH:16])=[C:12]([O:13][CH3:14])[CH:11]=1.[N+:19]([CH2:21][C:22]1[CH:31]=[CH:30][C:25]2[O:26][CH2:27][CH2:28][O:29][C:24]=2[CH:23]=1)#[C-:20], predict the reaction product. The product is: [O:26]1[CH2:27][CH2:28][O:29][C:24]2[CH:23]=[C:22]([CH2:21][NH:19][C:20]3[N:3]4[CH:4]=[CH:5][CH:6]=[CH:7][C:2]4=[N:1][C:9]=3[C:10]3[CH:18]=[CH:17][C:15]([OH:16])=[C:12]([O:13][CH3:14])[CH:11]=3)[CH:31]=[CH:30][C:25]1=2. (3) Given the reactants [Cl:1][C:2]1[N:3]=[C:4]([N:13]2[CH2:18][CH2:17][O:16][CH2:15][CH2:14]2)[C:5]2[CH:10]=[C:9]([CH:11]=O)[S:8][C:6]=2[N:7]=1.[Cl-].[CH3:20][S:21]([N:24]1[CH2:29][CH2:28][NH2+:27][CH2:26][CH2:25]1)(=[O:23])=[O:22].C([O-])(=O)C.[Na+].C(OC)(OC)OC.C(O[BH-](OC(=O)C)OC(=O)C)(=O)C.[Na+], predict the reaction product. The product is: [Cl:1][C:2]1[N:3]=[C:4]([N:13]2[CH2:18][CH2:17][O:16][CH2:15][CH2:14]2)[C:5]2[CH:10]=[C:9]([CH2:11][N:27]3[CH2:28][CH2:29][N:24]([S:21]([CH3:20])(=[O:23])=[O:22])[CH2:25][CH2:26]3)[S:8][C:6]=2[N:7]=1. (4) Given the reactants [C:1]([C:3]1[CH:8]=[CH:7][C:6]([F:9])=[CH:5][C:4]=1[CH2:10][C:11]([NH2:13])=[O:12])#[CH:2].Cl[C:15]1[C:20]([C:21]([F:24])([F:23])[F:22])=[CH:19][N:18]=[C:17]([NH:25][C:26]2[CH:31]=[CH:30][C:29]([CH:32]3[CH2:37][CH2:36][N:35]([C:38]([O:40][C:41]([CH3:44])([CH3:43])[CH3:42])=[O:39])[CH2:34][CH2:33]3)=[CH:28][CH:27]=2)[N:16]=1.F[B-](F)(F)F.CCN(CC)CC, predict the reaction product. The product is: [NH2:13][C:11](=[O:12])[CH2:10][C:4]1[CH:5]=[C:6]([F:9])[CH:7]=[CH:8][C:3]=1[C:1]#[C:2][C:19]1[C:20]([C:21]([F:22])([F:23])[F:24])=[CH:15][N:16]=[C:17]([NH:25][C:26]2[CH:31]=[CH:30][C:29]([CH:32]3[CH2:33][CH2:34][N:35]([C:38]([O:40][C:41]([CH3:44])([CH3:43])[CH3:42])=[O:39])[CH2:36][CH2:37]3)=[CH:28][CH:27]=2)[N:18]=1. (5) Given the reactants C([O:3][C:4](=[O:52])[C@@H:5]([CH:49]([CH3:51])[CH3:50])[C:6](C(OCC)=O)(C(OCCC)=O)[C:7](=[O:37])[C@@H:8]([NH:29][C:30]([O:32][C:33]([CH3:36])([CH3:35])[CH3:34])=[O:31])[CH2:9][C@H:10]([CH2:14][C:15]1[CH:20]=[CH:19][C:18]([O:21][CH3:22])=[C:17]([O:23][CH2:24][CH2:25][CH2:26][O:27][CH3:28])[CH:16]=1)[CH:11]([CH3:13])[CH3:12])C.[OH-].[Na+], predict the reaction product. The product is: [C:33]([O:32][C:30]([NH:29][C@@H:8]([CH2:9][C@H:10]([CH2:14][C:15]1[CH:20]=[CH:19][C:18]([O:21][CH3:22])=[C:17]([O:23][CH2:24][CH2:25][CH2:26][O:27][CH3:28])[CH:16]=1)[CH:11]([CH3:12])[CH3:13])[C:7](=[O:37])[CH2:6][C@@H:5]([CH:49]([CH3:50])[CH3:51])[C:4]([OH:52])=[O:3])=[O:31])([CH3:36])([CH3:34])[CH3:35].